Dataset: Catalyst prediction with 721,799 reactions and 888 catalyst types from USPTO. Task: Predict which catalyst facilitates the given reaction. (1) Reactant: Br[C:2]1[CH:7]=[CH:6][C:5]([C:8]2[N:9]=[C:10]([C@@H:13]3[CH2:18][O:17][CH2:16][CH2:15][N:14]3[C:19]([O:21][C:22]([CH3:25])([CH3:24])[CH3:23])=[O:20])[NH:11][CH:12]=2)=[CH:4][CH:3]=1.[O:26]=[S:27]1(=[O:58])[CH2:32][CH2:31][N:30]([CH2:33][C:34]2[CH:39]=[CH:38][C:37]([NH:40][C:41](=[O:57])[C:42]3[CH:47]=[CH:46][C:45](B4OC(C)(C)C(C)(C)O4)=[CH:44][CH:43]=3)=[CH:36][CH:35]=2)[CH2:29][CH2:28]1.O.C(=O)([O-])[O-].[Cs+].[Cs+]. Product: [O:26]=[S:27]1(=[O:58])[CH2:32][CH2:31][N:30]([CH2:33][C:34]2[CH:39]=[CH:38][C:37]([NH:40][C:41]([C:42]3[CH:43]=[CH:44][C:45]([C:2]4[CH:7]=[CH:6][C:5]([C:8]5[NH:9][C:10]([C@@H:13]6[CH2:18][O:17][CH2:16][CH2:15][N:14]6[C:19]([O:21][C:22]([CH3:25])([CH3:24])[CH3:23])=[O:20])=[N:11][CH:12]=5)=[CH:4][CH:3]=4)=[CH:46][CH:47]=3)=[O:57])=[CH:36][CH:35]=2)[CH2:29][CH2:28]1. The catalyst class is: 57. (2) Reactant: [Cl:1][C:2]1[CH:3]=[CH:4][C:5]2=[C:6]([CH:26]=1)[O:7][CH2:8][C:9]1[N:25]=[CH:24][CH:23]=[CH:22][C:10]=1/[C:11]/2=[C:12](\[C:15]1[CH:16]=[C:17]([NH2:21])[CH:18]=[CH:19][CH:20]=1)/[CH2:13][CH3:14].N1C=CC=CC=1.[CH3:33][S:34](Cl)(=[O:36])=[O:35]. Product: [Cl:1][C:2]1[CH:3]=[CH:4][C:5]2=[C:6]([CH:26]=1)[O:7][CH2:8][C:9]1[N:25]=[CH:24][CH:23]=[CH:22][C:10]=1/[C:11]/2=[C:12](\[C:15]1[CH:16]=[C:17]([NH:21][S:34]([CH3:33])(=[O:36])=[O:35])[CH:18]=[CH:19][CH:20]=1)/[CH2:13][CH3:14]. The catalyst class is: 4. (3) Reactant: C(=O)([O-])[O-:2].[K+].[K+].[Cl:7][C:8]1[CH:30]=[CH:29][C:11]([O:12][C:13]2[CH:20]=[CH:19][C:16]([C:17]#[N:18])=[CH:15][C:14]=2[C:21]2[C:26]([O:27][CH3:28])=[CH:25][CH:24]=[CH:23][N:22]=2)=[CH:10][CH:9]=1.OO. Product: [Cl:7][C:8]1[CH:30]=[CH:29][C:11]([O:12][C:13]2[CH:20]=[CH:19][C:16]([C:17]([NH2:18])=[O:2])=[CH:15][C:14]=2[C:21]2[C:26]([O:27][CH3:28])=[CH:25][CH:24]=[CH:23][N:22]=2)=[CH:10][CH:9]=1. The catalyst class is: 16. (4) Reactant: [ClH:1].O1CCOCC1.[Cl:8][C:9]1[CH:14]=[CH:13][C:12]([C@H:15]([C:28]([N:30]2[CH2:35][CH2:34][N:33]([C:36]3[C:37]4[C@H:44]([CH3:45])[CH2:43][CH2:42][C:38]=4[N:39]=[CH:40][N:41]=3)[CH2:32][CH2:31]2)=[O:29])[CH2:16][N:17]([CH:25]([CH3:27])[CH3:26])C(=O)OC(C)(C)C)=[CH:11][CH:10]=1. Product: [ClH:8].[ClH:1].[Cl:8][C:9]1[CH:14]=[CH:13][C:12]([C@@H:15]([CH2:16][NH:17][CH:25]([CH3:27])[CH3:26])[C:28]([N:30]2[CH2:35][CH2:34][N:33]([C:36]3[C:37]4[C@H:44]([CH3:45])[CH2:43][CH2:42][C:38]=4[N:39]=[CH:40][N:41]=3)[CH2:32][CH2:31]2)=[O:29])=[CH:11][CH:10]=1. The catalyst class is: 12. (5) Reactant: C1COCC1.[C:6](#[N:8])[CH3:7].C([Li])CCC.[CH3:14][C:15]1[CH:16]=[C:17]([CH:22]=[CH:23][N:24]=1)[C:18]([O:20]C)=O. Product: [CH3:14][C:15]1[CH:16]=[C:17]([C:18](=[O:20])[CH2:7][C:6]#[N:8])[CH:22]=[CH:23][N:24]=1. The catalyst class is: 52. (6) Reactant: [CH2:1]([O:8][C@@H:9]1[C@@H:47]([O:48][CH2:49][C:50]2[CH:55]=[CH:54][CH:53]=[CH:52][CH:51]=2)[C@H:46]([O:56][C@@H:57]2[O:124][C@H:123]([CH2:125][O:126]C(=O)C3C=CC=CC=3)[C@@H:78]([O:79][C@@H:80]3[O:112][C@H:111]([CH2:113][O:114]C(=O)C4C=CC=CC=4)[C@@H:101]([O:102]C(=O)C4C=CC=CC=4)[C@H:91]([O:92]C(=O)C4C=CC=CC=4)[C@H:81]3[O:82]C(=O)C3C=CC=CC=3)[C@H:68]([O:69]C(=O)C3C=CC=CC=3)[C@H:58]2[O:59]C(=O)C2C=CC=CC=2)[C@@H:45]([CH2:135][O:136][CH2:137][C:138]2[CH:143]=[CH:142][CH:141]=[CH:140][CH:139]=2)[O:44][C@@H:10]1[O:11][C@H:12]1[C@H:16]([O:17][CH2:18][C:19]2[CH:24]=[CH:23][CH:22]=[CH:21][CH:20]=2)[CH2:15][N:14]([C:25]([O:27][CH2:28][C:29]2[CH:34]=[CH:33][CH:32]=[CH:31][CH:30]=2)=[O:26])[C@@H:13]1[CH2:35][O:36][CH2:37][C:38]1[CH:43]=[CH:42][CH:41]=[CH:40][CH:39]=1)[C:2]1[CH:7]=[CH:6][CH:5]=[CH:4][CH:3]=1.C(=O)([O-])[O-].[K+].[K+]. Product: [CH2:1]([O:8][C@@H:9]1[C@@H:47]([O:48][CH2:49][C:50]2[CH:55]=[CH:54][CH:53]=[CH:52][CH:51]=2)[C@H:46]([O:56][C@@H:57]2[O:124][C@H:123]([CH2:125][OH:126])[C@@H:78]([O:79][C@@H:80]3[O:112][C@H:111]([CH2:113][OH:114])[C@@H:101]([OH:102])[C@H:91]([OH:92])[C@H:81]3[OH:82])[C@H:68]([OH:69])[C@H:58]2[OH:59])[C@@H:45]([CH2:135][O:136][CH2:137][C:138]2[CH:139]=[CH:140][CH:141]=[CH:142][CH:143]=2)[O:44][C@@H:10]1[O:11][C@H:12]1[C@H:16]([O:17][CH2:18][C:19]2[CH:24]=[CH:23][CH:22]=[CH:21][CH:20]=2)[CH2:15][N:14]([C:25]([O:27][CH2:28][C:29]2[CH:34]=[CH:33][CH:32]=[CH:31][CH:30]=2)=[O:26])[C@@H:13]1[CH2:35][O:36][CH2:37][C:38]1[CH:39]=[CH:40][CH:41]=[CH:42][CH:43]=1)[C:2]1[CH:7]=[CH:6][CH:5]=[CH:4][CH:3]=1. The catalyst class is: 125. (7) Product: [F:12][C:9]([F:10])([F:11])[C:7]1[CH:6]=[C:5]([C@H:13]([O:15][C@H:16]2[CH2:25][CH2:24][C:23]3[N:22]=[C:21]([CH:26]([OH:28])[CH3:27])[CH:20]=[CH:19][C:18]=3[C@@H:17]2[C:29]2[CH:30]=[CH:31][C:32]([F:35])=[CH:33][CH:34]=2)[CH3:14])[CH:4]=[C:3]([C:2]([F:1])([F:36])[F:37])[CH:8]=1. The catalyst class is: 5. Reactant: [F:1][C:2]([F:37])([F:36])[C:3]1[CH:4]=[C:5]([C@H:13]([O:15][C@H:16]2[CH2:25][CH2:24][C:23]3[N:22]=[C:21]([C:26](=[O:28])[CH3:27])[CH:20]=[CH:19][C:18]=3[C@@H:17]2[C:29]2[CH:34]=[CH:33][C:32]([F:35])=[CH:31][CH:30]=2)[CH3:14])[CH:6]=[C:7]([C:9]([F:12])([F:11])[F:10])[CH:8]=1.[BH4-].[Na+]. (8) Reactant: [CH2:1]([C:5]1[CH:10]=[CH:9][C:8](Br)=[CH:7][CH:6]=1)[CH2:2][CH2:3][CH3:4].C([Li])(C)(C)C.[CH2:17]([O:24][C:25]1[CH:30]=[C:29]([CH3:31])[N:28]=[C:27]([CH3:32])[C:26]=1[CH:33]=[O:34])[C:18]1[CH:23]=[CH:22][CH:21]=[CH:20][CH:19]=1.[Cl-].[NH4+]. Product: [CH2:17]([O:24][C:25]1[CH:30]=[C:29]([CH3:31])[N:28]=[C:27]([CH3:32])[C:26]=1[CH:33]([C:8]1[CH:9]=[CH:10][C:5]([CH2:1][CH2:2][CH2:3][CH3:4])=[CH:6][CH:7]=1)[OH:34])[C:18]1[CH:19]=[CH:20][CH:21]=[CH:22][CH:23]=1. The catalyst class is: 7. (9) Reactant: Br[C:2]1[CH:7]=[CH:6][N:5]=[CH:4][CH:3]=1.C([Li])CCC.[C:13]([O:17][C:18]([N:20]([CH2:37]/[CH:38]=[N:39]/[S:40]([C:42]([CH3:45])([CH3:44])[CH3:43])=[O:41])[CH:21]1[CH2:26][CH2:25][N:24]([C:27]([O:29][CH2:30][C:31]2[CH:36]=[CH:35][CH:34]=[CH:33][CH:32]=2)=[O:28])[CH2:23][CH2:22]1)=[O:19])([CH3:16])([CH3:15])[CH3:14]. Product: [C:13]([O:17][C:18]([N:20]([CH2:37][CH:38]([NH:39][S:40]([C:42]([CH3:45])([CH3:44])[CH3:43])=[O:41])[C:2]1[CH:7]=[CH:6][N:5]=[CH:4][CH:3]=1)[CH:21]1[CH2:26][CH2:25][N:24]([C:27]([O:29][CH2:30][C:31]2[CH:32]=[CH:33][CH:34]=[CH:35][CH:36]=2)=[O:28])[CH2:23][CH2:22]1)=[O:19])([CH3:16])([CH3:14])[CH3:15]. The catalyst class is: 28. (10) Reactant: [NH2:1][C:2]1[N:7]=[C:6]([C:8]([CH:10]2[CH2:15][CH2:14][N:13]([CH3:16])[CH2:12][CH2:11]2)=[O:9])[CH:5]=[CH:4][CH:3]=1.[F:17][C:18]1[CH:26]=[C:25]([F:27])[CH:24]=[C:23]([F:28])[C:19]=1[C:20](Cl)=[O:21]. Product: [F:17][C:18]1[CH:26]=[C:25]([F:27])[CH:24]=[C:23]([F:28])[C:19]=1[C:20]([NH:1][CH:2]1[CH2:3][CH2:4][CH2:5][CH:6]([C:8]([CH:10]2[CH2:15][CH2:14][N:13]([CH3:16])[CH2:12][CH2:11]2)=[O:9])[NH:7]1)=[O:21]. The catalyst class is: 159.